Dataset: Reaction yield outcomes from USPTO patents with 853,638 reactions. Task: Predict the reaction yield, written as a fraction of the theoretical maximum amount of product (1.0 means a 100% yield; for example, 0.34 means a 34% yield). (1) The reactants are Cl[C:2]1[C:11]2[C:6](=[CH:7][C:8]([O:14][CH3:15])=[C:9]([O:12][CH3:13])[CH:10]=2)[N:5]=[CH:4][CH:3]=1.[OH:16][C:17]1[CH:18]=[N:19][C:20]2[C:25]([CH:26]=1)=[CH:24][CH:23]=[CH:22][CH:21]=2.O. The catalyst is CN(C)C1C=CN=CC=1.ClC1C=CC=CC=1Cl. The product is [CH3:13][O:12][C:9]1[CH:10]=[C:11]2[C:6](=[CH:7][C:8]=1[O:14][CH3:15])[N:5]=[CH:4][CH:3]=[C:2]2[O:16][C:17]1[CH:18]=[N:19][C:20]2[C:25]([CH:26]=1)=[CH:24][CH:23]=[CH:22][CH:21]=2. The yield is 0.930. (2) The catalyst is O1CCCC1. The yield is 0.880. The reactants are Cl.[CH3:2][O:3][C:4](=[O:9])[C@H:5]([CH2:7][SH:8])[NH2:6].[CH:10](=O)[C:11]1[CH:16]=[CH:15][CH:14]=[CH:13][CH:12]=1.C(N(CC)CC)C. The product is [C:11]1([CH:10]2[NH:6][C@H:5]([C:4]([O:3][CH3:2])=[O:9])[CH2:7][S:8]2)[CH:16]=[CH:15][CH:14]=[CH:13][CH:12]=1.